From a dataset of Peptide-MHC class I binding affinity with 185,985 pairs from IEDB/IMGT. Regression. Given a peptide amino acid sequence and an MHC pseudo amino acid sequence, predict their binding affinity value. This is MHC class I binding data. The peptide sequence is SLRTTTASGK. The MHC is HLA-A03:01 with pseudo-sequence HLA-A03:01. The binding affinity (normalized) is 0.774.